From a dataset of Full USPTO retrosynthesis dataset with 1.9M reactions from patents (1976-2016). Predict the reactants needed to synthesize the given product. (1) The reactants are: Br[C:2]1[CH:7]=[CH:6][C:5]([C:8]([N:10]2[CH2:15][CH2:14][N:13]([C:16]3[C:21]([CH3:22])=[CH:20][C:19]([CH3:23])=[CH:18][N:17]=3)[CH2:12][CH2:11]2)=[O:9])=[C:4]([S:24]([CH3:27])(=[O:26])=[O:25])[CH:3]=1.[C:28]([N:31]1[CH2:35][CH2:34][NH:33][C:32]1=[O:36])(=[O:30])[CH3:29]. Given the product [C:28]([N:31]1[CH2:35][CH2:34][N:33]([C:2]2[CH:7]=[CH:6][C:5]([C:8]([N:10]3[CH2:15][CH2:14][N:13]([C:16]4[C:21]([CH3:22])=[CH:20][C:19]([CH3:23])=[CH:18][N:17]=4)[CH2:12][CH2:11]3)=[O:9])=[C:4]([S:24]([CH3:27])(=[O:26])=[O:25])[CH:3]=2)[C:32]1=[O:36])(=[O:30])[CH3:29], predict the reactants needed to synthesize it. (2) Given the product [NH2:16][C:17]1[CH:26]=[C:25]([C:9]2[CH2:10][CH2:11][O:12][CH2:13][CH:14]=2)[CH:24]=[CH:23][C:18]=1[C:19]([O:21][CH3:22])=[O:20], predict the reactants needed to synthesize it. The reactants are: CC1(C)C(C)(C)OB([C:9]2[CH2:10][CH2:11][O:12][CH2:13][CH:14]=2)O1.[NH2:16][C:17]1[CH:26]=[C:25](Br)[CH:24]=[CH:23][C:18]=1[C:19]([O:21][CH3:22])=[O:20].O=O. (3) The reactants are: [CH2:1]([O:3][C:4](=[O:33])[CH2:5][C:6]1[CH:7]=[C:8]([C:14]2[CH:19]=[CH:18][C:17]([C:20]([F:23])([F:22])[F:21])=[CH:16][C:15]=2[CH2:24][N:25]([C:28]([CH:30]2[CH2:32][CH2:31]2)=[O:29])[CH2:26][CH3:27])[C:9]([O:12][CH3:13])=[CH:10][CH:11]=1)[CH3:2].[CH3:34][Si]([N-][Si](C)(C)C)(C)C.[Na+].IC. Given the product [CH2:1]([O:3][C:4](=[O:33])[CH:5]([C:6]1[CH:7]=[C:8]([C:14]2[CH:19]=[CH:18][C:17]([C:20]([F:22])([F:23])[F:21])=[CH:16][C:15]=2[CH2:24][N:25]([C:28]([CH:30]2[CH2:32][CH2:31]2)=[O:29])[CH2:26][CH3:27])[C:9]([O:12][CH3:13])=[CH:10][CH:11]=1)[CH3:34])[CH3:2], predict the reactants needed to synthesize it. (4) The reactants are: [CH2:1]([C:8]1[N:12]=[C:11]([C@H:13]2[CH2:17][CH2:16][C@H:15]([NH2:18])[CH2:14]2)[O:10][N:9]=1)[C:2]1[CH:7]=[CH:6][CH:5]=[CH:4][CH:3]=1.CCN(C(C)C)C(C)C.Cl[C:29]1[N:34]=[CH:33][N:32]=[C:31]2[N:35](C3CCCCO3)[N:36]=[CH:37][C:30]=12. Given the product [CH2:1]([C:8]1[N:12]=[C:11]([C@H:13]2[CH2:17][CH2:16][C@H:15]([NH:18][C:29]3[N:34]=[CH:33][N:32]=[C:31]4[NH:35][N:36]=[CH:37][C:30]=34)[CH2:14]2)[O:10][N:9]=1)[C:2]1[CH:7]=[CH:6][CH:5]=[CH:4][CH:3]=1, predict the reactants needed to synthesize it.